Task: Predict the product of the given reaction.. Dataset: Forward reaction prediction with 1.9M reactions from USPTO patents (1976-2016) Given the reactants [F:1][C:2]1([F:29])[CH2:7][CH2:6][N:5]([C:8]([C:10]2[NH:11][C:12]3[C:17]([CH:18]=2)=[CH:16][C:15]([O:19][CH:20]2[CH2:25][CH2:24][N:23]([CH:26]([CH3:28])[CH3:27])[CH2:22][CH2:21]2)=[CH:14][CH:13]=3)=[O:9])[CH2:4][CH2:3]1.[F:30][C:31]([F:43])([F:42])[O:32][C:33]1[CH:38]=[CH:37][C:36](B(O)O)=[CH:35][CH:34]=1, predict the reaction product. The product is: [F:29][C:2]1([F:1])[CH2:7][CH2:6][N:5]([C:8]([C:10]2[N:11]([C:36]3[CH:35]=[CH:34][C:33]([O:32][C:31]([F:30])([F:42])[F:43])=[CH:38][CH:37]=3)[C:12]3[C:17]([CH:18]=2)=[CH:16][C:15]([O:19][CH:20]2[CH2:25][CH2:24][N:23]([CH:26]([CH3:27])[CH3:28])[CH2:22][CH2:21]2)=[CH:14][CH:13]=3)=[O:9])[CH2:4][CH2:3]1.